Dataset: Full USPTO retrosynthesis dataset with 1.9M reactions from patents (1976-2016). Task: Predict the reactants needed to synthesize the given product. (1) Given the product [ClH:30].[C:25]1([CH3:28])[CH:24]=[CH:23][C:22]([O:21][C:18]2[CH:19]=[CH:20][C:15]([O:14][CH2:13][C@@H:9]3[CH2:10][CH2:11][CH2:12][N:8]3[CH2:7][CH2:6][CH2:5][C:4]([OH:29])=[O:3])=[CH:16][CH:17]=2)=[CH:27][CH:26]=1, predict the reactants needed to synthesize it. The reactants are: C([O:3][C:4](=[O:29])[CH2:5][CH2:6][CH2:7][N:8]1[CH2:12][CH2:11][CH2:10][C@H:9]1[CH2:13][O:14][C:15]1[CH:20]=[CH:19][C:18]([O:21][C:22]2[CH:27]=[CH:26][C:25]([CH3:28])=[CH:24][CH:23]=2)=[CH:17][CH:16]=1)C.[ClH:30]. (2) Given the product [F:43][C:42]([F:44])([F:45])[C:40]1[CH:39]=[C:8]([CH:7]=[C:6]([C:5]([F:4])([F:47])[F:46])[CH:41]=1)[C:9]([N:11]1[CH2:16][CH2:15][N:14]([CH2:17][C:18]#[C:19][CH2:20][N:21]2[CH2:26][CH2:25][O:24][CH2:23][C@H:22]2[C:27](=[O:29])[N:2]([CH3:3])[CH3:1])[CH2:13][C@H:12]1[CH2:30][C:31]1[CH:36]=[CH:35][C:34]([CH3:37])=[C:33]([CH3:38])[CH:32]=1)=[O:10], predict the reactants needed to synthesize it. The reactants are: [CH3:1][NH:2][CH3:3].[F:4][C:5]([F:47])([F:46])[C:6]1[CH:7]=[C:8]([CH:39]=[C:40]([C:42]([F:45])([F:44])[F:43])[CH:41]=1)[C:9]([N:11]1[CH2:16][CH2:15][N:14]([CH2:17][C:18]#[C:19][CH2:20][N:21]2[CH2:26][CH2:25][O:24][CH2:23][C@H:22]2[C:27]([OH:29])=O)[CH2:13][C@H:12]1[CH2:30][C:31]1[CH:36]=[CH:35][C:34]([CH3:37])=[C:33]([CH3:38])[CH:32]=1)=[O:10].ON1C2C=CC=CC=2N=N1.Cl.CN(C)CCCN=C=NCC. (3) The reactants are: [Cl:1][C:2]1[CH:3]=[C:4]([NH:19][C:20]2[C:21]3[N:28]([CH2:29][C:30]#[C:31][CH2:32][NH:33]C(=O)OC(C)(C)C)[CH:27]=[CH:26][C:22]=3[N:23]=[CH:24][N:25]=2)[CH:5]=[CH:6][C:7]=1[O:8][C:9]1[CH:14]=[CH:13][CH:12]=[C:11]([C:15]([F:18])([F:17])[F:16])[CH:10]=1.[ClH:41].C(O)C. Given the product [ClH:1].[ClH:41].[NH2:33][CH2:32][C:31]#[C:30][CH2:29][N:28]1[C:21]2[C:20]([NH:19][C:4]3[CH:5]=[CH:6][C:7]([O:8][C:9]4[CH:14]=[CH:13][CH:12]=[C:11]([C:15]([F:18])([F:17])[F:16])[CH:10]=4)=[C:2]([Cl:1])[CH:3]=3)=[N:25][CH:24]=[N:23][C:22]=2[CH:26]=[CH:27]1, predict the reactants needed to synthesize it. (4) Given the product [CH:28]([NH:31][C:17]([C:15]1[S:16][C:12]([C:7]2[CH:8]=[CH:9][C:10](=[O:11])[N:5]([CH2:4][CH2:3][O:2][CH3:1])[N:6]=2)=[C:13]([C:22]2[CH:23]=[CH:24][CH:25]=[CH:26][CH:27]=2)[N:14]=1)=[O:19])([CH3:30])[CH3:29], predict the reactants needed to synthesize it. The reactants are: [CH3:1][O:2][CH2:3][CH2:4][N:5]1[C:10](=[O:11])[CH:9]=[CH:8][C:7]([C:12]2[S:16][C:15]([C:17]([O:19]CC)=O)=[N:14][C:13]=2[C:22]2[CH:27]=[CH:26][CH:25]=[CH:24][CH:23]=2)=[N:6]1.[CH:28]([NH2:31])([CH3:30])[CH3:29]. (5) Given the product [C:18]([O:21][CH:22]1[C:23]([OH:66])([CH3:65])[CH2:24][CH2:25][CH:26]([O:58][C:59](=[O:64])[CH2:60][O:61][CH2:62][CH3:63])[CH2:27][C:28]([O:30][CH:31](/[C:36](/[CH3:57])=[CH:37]/[CH:38]=[CH:39]/[CH:40]([CH3:56])[CH2:41][CH:42]2[O:55][CH:43]2[CH:44]([CH3:54])[CH:45]([OH:48])[CH2:46][CH3:47])[CH:32]([CH3:35])[CH:33]=[CH:34]1)=[O:29])(=[O:20])[CH3:19], predict the reactants needed to synthesize it. The reactants are: C1(C)C=CC(S([O-])(=O)=O)=CC=1.[NH+]1C=CC=CC=1.[C:18]([O:21][CH:22]1[C:23]([O:66]C(OCC)C)([CH3:65])[CH2:24][CH2:25][CH:26]([O:58][C:59](=[O:64])[CH2:60][O:61][CH2:62][CH3:63])[CH2:27][C:28]([O:30][CH:31](/[C:36](/[CH3:57])=[CH:37]/[CH:38]=[CH:39]/[CH:40]([CH3:56])[CH2:41][CH:42]2[O:55][CH:43]2[CH:44]([CH3:54])[CH:45]([O:48]C(OCC)C)[CH2:46][CH3:47])[CH:32]([CH3:35])[CH:33]=[CH:34]1)=[O:29])(=[O:20])[CH3:19]. (6) Given the product [Cl:1][C:2]1[C:7]([C:8]2[CH:9]=[CH:10][CH:11]=[CH:12][CH:13]=2)=[N:6][N:5]=[C:4]2[N:14]([CH2:23][CH2:24][N:29]3[CH2:34][CH2:33][O:32][CH2:31][CH2:30]3)[N:15]=[C:16]([C:17]3[CH:18]=[CH:19][CH:20]=[CH:21][CH:22]=3)[C:3]=12, predict the reactants needed to synthesize it. The reactants are: [Cl:1][C:2]1[C:7]([C:8]2[CH:13]=[CH:12][CH:11]=[CH:10][CH:9]=2)=[N:6][N:5]=[C:4]2[N:14]([CH2:23][CH3:24])[N:15]=[C:16]([C:17]3[CH:22]=[CH:21][CH:20]=[CH:19][CH:18]=3)[C:3]=12.N(CC[N:29]1[CH2:34][CH2:33][O:32][CH2:31][CH2:30]1)N. (7) Given the product [CH2:19]([N:16]([CH2:17][CH3:18])[C:15]([CH2:14][N:9]1[C:10]2[CH:11]=[CH:12][CH:13]=[C:5]([C:3]([OH:4])=[O:2])[C:6]=2[CH:7]=[CH:8]1)=[O:21])[CH3:20], predict the reactants needed to synthesize it. The reactants are: C[O:2][C:3]([C:5]1[C:6]2[CH:7]=[CH:8][N:9]([CH2:14][C:15](=[O:21])[N:16]([CH2:19][CH3:20])[CH2:17][CH3:18])[C:10]=2[CH:11]=[CH:12][CH:13]=1)=[O:4].[OH-].[Na+]. (8) Given the product [Cl:32][C:20]1[CH:21]=[CH:22][C:23]([C:25]([N:27]2[CH2:30][CH:29]([OH:31])[CH2:28]2)=[O:26])=[CH:24][C:19]=1[N:17]([CH3:18])[C:15]([C:13]1[S:12][C:11]2[C:5]3[CH:4]=[CH:3][C:2]([C:56]([NH:77][CH3:76])=[O:55])=[CH:33][C:6]=3[O:7][CH2:8][CH2:9][C:10]=2[CH:14]=1)=[O:16], predict the reactants needed to synthesize it. The reactants are: Br[C:2]1[CH:3]=[CH:4][C:5]2[C:11]3[S:12][C:13]([C:15]([N:17]([C:19]4[CH:24]=[C:23]([C:25]([N:27]5[CH2:30][CH:29]([OH:31])[CH2:28]5)=[O:26])[CH:22]=[CH:21][C:20]=4[Cl:32])[CH3:18])=[O:16])=[CH:14][C:10]=3[CH2:9][CH2:8][O:7][C:6]=2[CH:33]=1.CC1(C)C2[C:56](=C(P(C3C=CC=CC=3)C3C=CC=CC=3)C=CC=2)[O:55]C2C(P(C3C=CC=CC=3)C3C=CC=CC=3)=CC=CC1=2.[CH3:76][NH2:77].Cl.C([O-])([O-])=O.[Na+].[Na+].